From a dataset of Reaction yield outcomes from USPTO patents with 853,638 reactions. Predict the reaction yield, written as a fraction of the theoretical maximum amount of product (1.0 means a 100% yield; for example, 0.34 means a 34% yield). (1) No catalyst specified. The yield is 0.0400. The reactants are CC1(C)[O:6][CH:5]([CH2:7][N:8]2[CH:12]=[C:11]([C:13]3[CH:18]=[N:17][C:16]([NH2:19])=[C:15]4[O:20][C:21]([C:23]5[CH:32]=[CH:31][CH:30]=[C:29]6[C:24]=5[CH:25]=[CH:26][N:27]=[CH:28]6)=[CH:22][C:14]=34)[CH:10]=[N:9]2)[CH2:4][O:3]1.CO.Cl. The product is [NH2:19][C:16]1[N:17]=[CH:18][C:13]([C:11]2[CH:10]=[N:9][N:8]([CH2:7][CH:5]([OH:6])[CH2:4][OH:3])[CH:12]=2)=[C:14]2[CH:22]=[C:21]([C:23]3[CH:32]=[CH:31][CH:30]=[C:29]4[C:24]=3[CH:25]=[CH:26][N:27]=[CH:28]4)[O:20][C:15]=12. (2) The reactants are [NH2:1][C:2]1[CH:7]=[CH:6][CH:5]=[CH:4][C:3]=1[NH:8][C:9]([NH:11][C:12]1[CH:17]=[CH:16][C:15]([Cl:18])=[CH:14][CH:13]=1)=[O:10].N1C=CC=CC=1.[C:25]1([CH3:35])[CH:30]=[CH:29][CH:28]=[C:27]([S:31](Cl)(=[O:33])=[O:32])[CH:26]=1. The catalyst is C(OCC)(=O)C. The product is [Cl:18][C:15]1[CH:16]=[CH:17][C:12]([NH:11][C:9](=[O:10])[NH:8][C:3]2[CH:4]=[CH:5][CH:6]=[CH:7][C:2]=2[NH:1][S:31]([C:27]2[CH:28]=[CH:29][CH:30]=[C:25]([CH3:35])[CH:26]=2)(=[O:33])=[O:32])=[CH:13][CH:14]=1. The yield is 0.850. (3) The reactants are [Cl:1][C:2]1[CH:3]=[C:4]2[C:9](=[CH:10][CH:11]=1)[N+:8]([O-])=[CH:7][C:6]([N+:13]([O-:15])=[O:14])=[C:5]2[C:16]([F:19])([F:18])[F:17].P(Br)(Br)([Br:22])=O. No catalyst specified. The product is [Br:22][C:7]1[C:6]([N+:13]([O-:15])=[O:14])=[C:5]([C:16]([F:19])([F:18])[F:17])[C:4]2[C:9](=[CH:10][CH:11]=[C:2]([Cl:1])[CH:3]=2)[N:8]=1. The yield is 0.960.